From a dataset of Forward reaction prediction with 1.9M reactions from USPTO patents (1976-2016). Predict the product of the given reaction. (1) Given the reactants [NH2:1][C:2]1[CH:9]=[CH:8][C:7]([Cl:10])=[CH:6][C:3]=1[C:4]#[N:5].[H-].[Al+3].[Li+].[H-].[H-].[H-].O, predict the reaction product. The product is: [NH2:5][CH2:4][C:3]1[CH:6]=[C:7]([Cl:10])[CH:8]=[CH:9][C:2]=1[NH2:1]. (2) Given the reactants [Cl:1][C:2]1[C:6]([Cl:7])=[C:5]([C:8]([OH:10])=O)[S:4][N:3]=1.S(Cl)([Cl:13])=O, predict the reaction product. The product is: [Cl:1][C:2]1[C:6]([Cl:7])=[C:5]([C:8]([Cl:13])=[O:10])[S:4][N:3]=1. (3) The product is: [Cl:11][C:10]1[C:4]2[NH:3][C:2]([N:21]3[CH2:20][CH2:19][NH:18][C@H:17]([CH3:16])[CH2:22]3)=[N:6][C:5]=2[CH:7]=[C:8]([C:12]([F:15])([F:14])[F:13])[CH:9]=1. Given the reactants Cl[C:2]1[NH:6][C:5]2[CH:7]=[C:8]([C:12]([F:15])([F:14])[F:13])[CH:9]=[C:10]([Cl:11])[C:4]=2[N:3]=1.[CH3:16][C@@H:17]1[CH2:22][NH:21][CH2:20][CH2:19][NH:18]1.C(N(CC)C(C)C)(C)C, predict the reaction product. (4) Given the reactants [NH2:1][C:2]1[C:7]([CH:8]=[O:9])=[CH:6][C:5](I)=[CH:4][N:3]=1.[NH:11]1[CH:15]=[CH:14][N:13]=[CH:12]1.CN(C)[C@@H]1CCCC[C@H]1N.[O-]P([O-])([O-])=O.[K+].[K+].[K+], predict the reaction product. The product is: [NH2:1][C:2]1[C:7]([CH:8]=[O:9])=[CH:6][C:5]([N:11]2[CH:15]=[CH:14][N:13]=[CH:12]2)=[CH:4][N:3]=1. (5) Given the reactants [CH2:1]([C:4]1[C:12]2[O:11][N:10]=[C:9]([C:13]([F:16])([F:15])[F:14])[C:8]=2[CH:7]=[CH:6][C:5]=1[O:17][CH2:18][CH2:19][CH2:20]Br)[CH2:2][CH3:3].[CH2:22]([NH2:24])[CH3:23], predict the reaction product. The product is: [CH2:1]([C:4]1[C:12]2[O:11][N:10]=[C:9]([C:13]([F:16])([F:15])[F:14])[C:8]=2[CH:7]=[CH:6][C:5]=1[O:17][CH2:18][CH2:19][CH2:20][NH:24][CH2:22][CH3:23])[CH2:2][CH3:3]. (6) Given the reactants C(N(CC)CC)C.[CH3:8][S:9](Cl)(=O)=O.[F:13][C:14]1[CH:19]=[CH:18][C:17]([F:20])=[CH:16][C:15]=1[CH:21](O)[C:22]1[CH:27]=[CH:26][C:25]([CH:28]2[O:32][CH2:31][CH2:30][O:29]2)=[CH:24][N:23]=1.C(=O)(O)[O-].[Na+].[Cl:39][C:40]1[CH:45]=[CH:44]C=[CH:42][C:41]=1S.C(=O)([O-])[O-].[K+].[K+], predict the reaction product. The product is: [Cl:39][C:40]1[CH:45]=[CH:44][C:8]([S:9][CH:21]([C:15]2[CH:16]=[C:17]([F:20])[CH:18]=[CH:19][C:14]=2[F:13])[C:22]2[CH:27]=[CH:26][C:25]([CH:28]3[O:32][CH2:31][CH2:30][O:29]3)=[CH:24][N:23]=2)=[CH:42][CH:41]=1. (7) The product is: [Cl:11][C:3]1[CH:4]=[C:5]([N+:8]([O-:10])=[O:9])[CH:6]=[CH:7][C:2]=1[O:19][C:16]1[CH:17]=[CH:18][C:13]([Cl:12])=[CH:14][CH:15]=1. Given the reactants Cl[C:2]1[CH:7]=[CH:6][C:5]([N+:8]([O-:10])=[O:9])=[CH:4][C:3]=1[Cl:11].[Cl:12][C:13]1[CH:18]=[CH:17][C:16]([OH:19])=[CH:15][CH:14]=1.C(=O)([O-])[O-].[K+].[K+].O, predict the reaction product. (8) Given the reactants [CH3:1][O:2][C:3]([C:5]1[CH2:9][CH2:8][CH2:7][C:6]=1[C:10]1[CH:15]=[C:14]([O:16][CH2:17][O:18][CH3:19])[CH:13]=[C:12]([C:20]([CH3:28])([CH3:27])[O:21][SiH2:22][C:23]([CH3:26])([CH3:25])[CH3:24])[C:11]=1[O:29][CH2:30][O:31][CH3:32])=[O:4], predict the reaction product. The product is: [CH3:1][O:2][C:3]([CH:5]1[CH2:9][CH2:8][CH2:7][CH:6]1[C:10]1[CH:15]=[C:14]([O:16][CH2:17][O:18][CH3:19])[CH:13]=[C:12]([C:20]([CH3:27])([CH3:28])[O:21][SiH2:22][C:23]([CH3:25])([CH3:26])[CH3:24])[C:11]=1[O:29][CH2:30][O:31][CH3:32])=[O:4].